The task is: Predict the reactants needed to synthesize the given product.. This data is from Full USPTO retrosynthesis dataset with 1.9M reactions from patents (1976-2016). Given the product [Cl:50][C:49]1[CH:11]=[CH:10][C:9]2[N:8]=[CH:7][C:6]3[CH2:12][N:13]([CH3:14])[C:30](=[O:32])[N:15]([CH:16]4[CH2:17][CH2:18][N:19]([C:22]([O:24][C:25]([CH3:26])([CH3:28])[CH3:27])=[O:23])[CH2:20][CH2:21]4)[C:5]=3[C:4]=2[N:3]=1, predict the reactants needed to synthesize it. The reactants are: ClC1[N:3]=[C:4]2[C:9](=[CH:10][CH:11]=1)[N:8]=[CH:7][C:6]([CH2:12][NH:13][CH3:14])=[C:5]2[NH:15][CH:16]1[CH2:21][CH2:20][N:19]([C:22]([O:24][C:25]([CH3:28])([CH3:27])[CH3:26])=[O:23])[CH2:18][CH2:17]1.Cl[C:30](Cl)([O:32]C(=O)OC(Cl)(Cl)Cl)Cl.C(N(CC)CC)C.Cl[CH2:49][Cl:50].